Dataset: Full USPTO retrosynthesis dataset with 1.9M reactions from patents (1976-2016). Task: Predict the reactants needed to synthesize the given product. (1) Given the product [F:26][C:27]1[C:34]([C:35]([F:36])([F:37])[F:38])=[CH:33][CH:32]=[CH:31][C:28]=1[CH2:29][NH:1][C:2]1[CH:3]=[C:4]2[C:8]3=[C:9]([CH2:11][O:12][CH2:13][CH2:14][N:7]3[C@H:6]3[CH2:15][CH2:16][NH:17][CH2:18][C@@H:5]23)[CH:10]=1, predict the reactants needed to synthesize it. The reactants are: [NH2:1][C:2]1[CH:3]=[C:4]2[C:8]3=[C:9]([CH2:11][O:12][CH2:13][CH2:14][N:7]3[C@H:6]3[CH2:15][CH2:16][N:17](C(OC(C)(C)C)=O)[CH2:18][C@@H:5]23)[CH:10]=1.[F:26][C:27]1[C:34]([C:35]([F:38])([F:37])[F:36])=[CH:33][CH:32]=[CH:31][C:28]=1[CH:29]=O.C(O[BH-](OC(=O)C)OC(=O)C)(=O)C.[Na+]. (2) Given the product [C:4]([C:3]1[CH:6]=[C:7]([O:10][CH2:11][CH:12]2[CH2:17][CH2:16][N:15]([CH2:18][C:19]([F:22])([CH3:21])[CH3:20])[CH2:14][CH2:13]2)[CH:8]=[CH:9][C:2]=1[C:31]1[CH:32]=[CH:33][C:28]([C:26]([O:25][CH2:23][CH3:24])=[O:27])=[C:29]([F:37])[CH:30]=1)#[N:5], predict the reactants needed to synthesize it. The reactants are: Br[C:2]1[CH:9]=[CH:8][C:7]([O:10][CH2:11][CH:12]2[CH2:17][CH2:16][N:15]([CH2:18][C:19]([F:22])([CH3:21])[CH3:20])[CH2:14][CH2:13]2)=[CH:6][C:3]=1[C:4]#[N:5].[CH2:23]([O:25][C:26]([C:28]1[CH:33]=[CH:32][C:31](B(O)O)=[CH:30][C:29]=1[F:37])=[O:27])[CH3:24].C([O-])([O-])=O.[Cs+].[Cs+]. (3) Given the product [CH2:1]([S:8][C:9]1[CH:15]=[CH:14][C:13]([Cl:16])=[CH:12][C:10]=1[NH:11][S:26]([C:18]1[O:17][C:21]2[CH:22]=[CH:23][CH:24]=[CH:25][C:20]=2[CH:19]=1)(=[O:27])=[O:28])[C:2]1[CH:7]=[CH:6][CH:5]=[CH:4][CH:3]=1, predict the reactants needed to synthesize it. The reactants are: [CH2:1]([S:8][C:9]1[CH:15]=[CH:14][C:13]([Cl:16])=[CH:12][C:10]=1[NH2:11])[C:2]1[CH:7]=[CH:6][CH:5]=[CH:4][CH:3]=1.[O:17]1[C:21]2[CH:22]=[CH:23][CH:24]=[CH:25][C:20]=2[CH:19]=[C:18]1[S:26](Cl)(=[O:28])=[O:27]. (4) Given the product [OH:1][C:2]1[C:11]2[C:6](=[CH:7][CH:8]=[CH:9][CH:10]=2)[C:5]([NH:12][S:13]([C:16]2[S:17][CH:18]=[CH:19][CH:20]=2)(=[O:14])=[O:15])=[CH:4][C:3]=1[S:21][C:33]1[CH:32]=[CH:31][CH:30]=[CH:28][C:27]=1[C:26]([OH:35])=[O:34], predict the reactants needed to synthesize it. The reactants are: [OH:1][C:2]1[C:11]2[C:6](=[CH:7][CH:8]=[CH:9][CH:10]=2)[C:5]([NH:12][S:13]([C:16]2[S:17][CH:18]=[CH:19][CH:20]=2)(=[O:15])=[O:14])=[CH:4][C:3]=1[S:21]CC(O)=O.[C:26]([OH:35])(=[O:34])[C:27]1[C:28](=[CH:30][CH:31]=[CH:32][CH:33]=1)S.